Predict the reaction yield, written as a fraction of the theoretical maximum amount of product (1.0 means a 100% yield; for example, 0.34 means a 34% yield). From a dataset of Reaction yield outcomes from USPTO patents with 853,638 reactions. (1) The reactants are [Cl:1][C:2]1[CH:3]=[C:4]([CH:8]=[CH:9][C:10]=1[Cl:11])[C:5](Cl)=[O:6].[C:12]([NH2:21])([C:15]1[CH:20]=[CH:19][CH:18]=[CH:17][CH:16]=1)([CH3:14])[CH3:13].C(N(CC)CC)C. The catalyst is ClCCl.CN(C1C=CN=CC=1)C. The product is [Cl:1][C:2]1[CH:3]=[C:4]([CH:8]=[CH:9][C:10]=1[Cl:11])[C:5]([NH:21][C:12]([CH3:14])([C:15]1[CH:20]=[CH:19][CH:18]=[CH:17][CH:16]=1)[CH3:13])=[O:6]. The yield is 0.880. (2) The reactants are [Si](C=[N+]=[N-])(C)(C)[CH3:2].[C:8]([C:10]1[CH:15]=[CH:14][C:13]([CH:16]2[CH2:21][CH2:20][N:19]([C:22]([C:24]3[C:25]([CH3:37])=[CH:26][C:27]([CH:33]4[CH2:36][CH2:35][CH2:34]4)=[C:28]([CH:32]=3)[C:29](Cl)=[O:30])=[O:23])[CH2:18][CH2:17]2)=[CH:12][CH:11]=1)#[N:9].[BrH:38]. The catalyst is ClCCl. The product is [Br:38][CH2:2][C:29]([C:28]1[C:27]([CH:33]2[CH2:36][CH2:35][CH2:34]2)=[CH:26][C:25]([CH3:37])=[C:24]([CH:32]=1)[C:22]([N:19]1[CH2:20][CH2:21][CH:16]([C:13]2[CH:14]=[CH:15][C:10]([C:8]#[N:9])=[CH:11][CH:12]=2)[CH2:17][CH2:18]1)=[O:23])=[O:30]. The yield is 0.880. (3) The reactants are C[O:2][C:3]([C:5]1[CH:10]=[CH:9][N:8]=[C:7]2[NH:11][C:12]([C:14]3[CH:18]=[CH:17][O:16][CH:15]=3)=[N:13][C:6]=12)=[O:4].O[Li].O. The catalyst is C1COCC1.O. The product is [O:16]1[CH:17]=[CH:18][C:14]([C:12]2[NH:11][C:7]3=[N:8][CH:9]=[CH:10][C:5]([C:3]([OH:4])=[O:2])=[C:6]3[N:13]=2)=[CH:15]1. The yield is 0.760. (4) The reactants are [Cl:1][C:2]1[CH:3]=[C:4]([C:10]2([C:27]([F:30])([F:29])[F:28])[CH2:14][CH2:13][N:12]([C:15]3[N:20]=[C:19]([C:21]([F:24])([F:23])[F:22])[C:18]([CH2:25][NH2:26])=[CH:17][N:16]=3)[CH2:11]2)[CH:5]=[C:6]([Cl:9])[C:7]=1[Cl:8].C(N(CC)CC)C.[C:38](O)(=[O:41])[CH2:39][CH3:40]. The catalyst is ClCCl. The product is [Cl:1][C:2]1[CH:3]=[C:4]([C:10]2([C:27]([F:28])([F:29])[F:30])[CH2:14][CH2:13][N:12]([C:15]3[N:20]=[C:19]([C:21]([F:23])([F:24])[F:22])[C:18]([CH2:25][NH:26][C:38](=[O:41])[CH2:39][CH3:40])=[CH:17][N:16]=3)[CH2:11]2)[CH:5]=[C:6]([Cl:9])[C:7]=1[Cl:8]. The yield is 0.900. (5) The reactants are [CH3:1][C:2]1([CH3:10])[O:6][C@H:5]([CH2:7][CH2:8][OH:9])[CH2:4][O:3]1.O[N:12]1C(=O)C2C(=CC=CC=2)C1=O.C1(P(C2C=CC=CC=2)C2C=CC=CC=2)C=CC=CC=1.CC(OC(/N=N/C(OC(C)C)=O)=O)C.O.NN. The catalyst is C(Cl)Cl. The product is [CH3:1][C:2]1([CH3:10])[O:6][C@H:5]([CH2:7][CH2:8][O:9][NH2:12])[CH2:4][O:3]1. The yield is 0.430. (6) The yield is 0.680. The reactants are [N:1]1([C:6]([C:8]2[C:9]([CH3:16])=[C:10]([CH:14]=O)[NH:11][C:12]=2[CH3:13])=[O:7])[CH:5]=[CH:4]N=[CH:2]1.[O:17]1[CH2:22][CH2:21][N:20]([CH:23]2[CH2:28]CNCC2)[CH2:19][CH2:18]1.[F:29][C:30]1[CH:31]=[C:32]2[C:36](=[CH:37][CH:38]=1)[NH:35][C:34](=[O:39])[CH2:33]2. The product is [CH3:16][C:9]1[C:8]([C:6]([N:1]2[CH2:2][CH2:28][CH:23]([N:20]3[CH2:19][CH2:18][O:17][CH2:22][CH2:21]3)[CH2:4][CH2:5]2)=[O:7])=[C:12]([CH3:13])[NH:11][C:10]=1/[CH:14]=[C:33]1\[C:34](=[O:39])[NH:35][C:36]2[C:32]\1=[CH:31][C:30]([F:29])=[CH:38][CH:37]=2. The catalyst is C1COCC1. (7) The reactants are [C:1]([O:5][C:6]([N:8]1[CH2:12][CH2:11][CH2:10][CH:9]1[C:13]1[N:14]([CH2:19][O:20][CH2:21][CH2:22][Si:23]([CH3:26])([CH3:25])[CH3:24])[CH:15]=[C:16](Br)[N:17]=1)=[O:7])([CH3:4])([CH3:3])[CH3:2].[Li]C(C)(C)C.[C:32](=[O:34])=[O:33]. The catalyst is C1COCC1. The product is [C:1]([O:5][C:6]([N:8]1[CH2:12][CH2:11][CH2:10][CH:9]1[C:13]1[N:14]([CH2:19][O:20][CH2:21][CH2:22][Si:23]([CH3:26])([CH3:25])[CH3:24])[CH:15]=[C:16]([C:32]([OH:34])=[O:33])[N:17]=1)=[O:7])([CH3:4])([CH3:3])[CH3:2]. The yield is 0.220.